This data is from Full USPTO retrosynthesis dataset with 1.9M reactions from patents (1976-2016). The task is: Predict the reactants needed to synthesize the given product. (1) Given the product [F:13][CH:2]([F:1])[C:3]1[CH:12]=[C:11]2[C:6]([CH2:7][CH2:8][CH2:9][N:10]2[C:15]2[C:19]3[CH2:20][N:21]([C:24]([O:26][C:27]([CH3:30])([CH3:29])[CH3:28])=[O:25])[CH2:22][CH2:23][C:18]=3[N:17]([CH:31]3[CH2:36][CH2:35][S:34](=[O:37])(=[O:38])[CH2:33][CH2:32]3)[N:16]=2)=[CH:5][CH:4]=1, predict the reactants needed to synthesize it. The reactants are: [F:1][CH:2]([F:13])[C:3]1[CH:12]=[C:11]2[C:6]([CH2:7][CH2:8][CH2:9][NH:10]2)=[CH:5][CH:4]=1.Br[C:15]1[C:19]2[CH2:20][N:21]([C:24]([O:26][C:27]([CH3:30])([CH3:29])[CH3:28])=[O:25])[CH2:22][CH2:23][C:18]=2[N:17]([CH:31]2[CH2:36][CH2:35][S:34](=[O:38])(=[O:37])[CH2:33][CH2:32]2)[N:16]=1.C1(P(C2CCCCC2)C2C=CC=CC=2C2C(OC(C)C)=CC=CC=2OC(C)C)CCCCC1.C(O[Na])(C)(C)C. (2) The reactants are: Cl[C:2]1[N:18]=[C:5]2[C:6]([C:10]3[C:11]([O:16][CH3:17])=[N:12][CH:13]=[CH:14][CH:15]=3)=[CH:7][CH:8]=[CH:9][N:4]2[N:3]=1.[C:19]([O:23][C:24]([N:26]1[CH2:31][CH2:30][CH:29]([C:32]2[CH:37]=[CH:36][C:35]([NH2:38])=[CH:34][CH:33]=2)[CH2:28][CH2:27]1)=[O:25])([CH3:22])([CH3:21])[CH3:20].C1(P(C2CCCCC2)C2C=CC=CC=2C2C=CC=CC=2P(C2CCCCC2)C2CCCCC2)CCCCC1. Given the product [C:19]([O:23][C:24]([N:26]1[CH2:31][CH2:30][CH:29]([C:32]2[CH:37]=[CH:36][C:35]([NH:38][C:2]3[N:18]=[C:5]4[C:6]([C:10]5[C:11]([O:16][CH3:17])=[N:12][CH:13]=[CH:14][CH:15]=5)=[CH:7][CH:8]=[CH:9][N:4]4[N:3]=3)=[CH:34][CH:33]=2)[CH2:28][CH2:27]1)=[O:25])([CH3:22])([CH3:20])[CH3:21], predict the reactants needed to synthesize it. (3) Given the product [CH3:27][C:26]([CH3:29])([CH3:28])[C@H:21]([NH:20][C:17]([C:7]1[CH:6]=[CH:5][C:4]([CH:1]2[CH2:2][CH2:3]2)=[C:9]([S:10]([CH2:13][CH:14]([CH3:15])[CH3:16])(=[O:11])=[O:12])[N:8]=1)=[O:19])[C:22](=[O:23])[NH:24][CH3:25], predict the reactants needed to synthesize it. The reactants are: [CH:1]1([C:4]2[CH:5]=[CH:6][C:7]([C:17]([OH:19])=O)=[N:8][C:9]=2[S:10]([CH2:13][CH:14]([CH3:16])[CH3:15])(=[O:12])=[O:11])[CH2:3][CH2:2]1.[NH2:20][C@@H:21]([C:26]([CH3:29])([CH3:28])[CH3:27])[C:22]([NH:24][CH3:25])=[O:23]. (4) Given the product [CH:21]([C:2]1[C:10]([CH3:11])=[CH:9][C:5]([C:6]([OH:8])=[O:7])=[CH:4][C:3]=1[CH3:12])=[O:22], predict the reactants needed to synthesize it. The reactants are: Br[C:2]1[C:10]([CH3:11])=[CH:9][C:5]([C:6]([OH:8])=[O:7])=[CH:4][C:3]=1[CH3:12].C([Li])CCC.CN([CH:21]=[O:22])C.Cl. (5) The reactants are: [CH2:1]([O:3][C:4]([C:6]1[N:7]=[N:8][C:9]([Cl:13])=[CH:10][C:11]=1Cl)=[O:5])[CH3:2].[CH3:14][C:15]1[N:20]=[C:19]([NH2:21])[CH:18]=[CH:17][CH:16]=1. Given the product [CH2:1]([O:3][C:4]([C:6]1[N:7]=[N:8][C:9]([Cl:13])=[CH:10][C:11]=1[NH:21][C:19]1[CH:18]=[CH:17][CH:16]=[C:15]([CH3:14])[N:20]=1)=[O:5])[CH3:2], predict the reactants needed to synthesize it.